This data is from Reaction yield outcomes from USPTO patents with 853,638 reactions. The task is: Predict the reaction yield, written as a fraction of the theoretical maximum amount of product (1.0 means a 100% yield; for example, 0.34 means a 34% yield). (1) The reactants are [NH2:1][C:2]1[C:3]([C:9]([NH:11][C:12]2[CH:13]=[N:14][CH:15]=[CH:16][CH:17]=2)=[O:10])=[N:4][C:5](Br)=[CH:6][N:7]=1.[N:18]1([S:23]([C:26]2[CH:31]=[CH:30][C:29](B(O)O)=[CH:28][CH:27]=2)(=[O:25])=[O:24])[CH2:22][CH2:21][CH2:20][CH2:19]1.C(=O)([O-])[O-].[Na+].[Na+]. The catalyst is C1C=CC(P(C2C=CC=CC=2)[C-]2C=CC=C2)=CC=1.C1C=CC(P(C2C=CC=CC=2)[C-]2C=CC=C2)=CC=1.Cl[Pd]Cl.[Fe+2].C(COC)OC. The product is [NH2:1][C:2]1[C:3]([C:9]([NH:11][C:12]2[CH:13]=[N:14][CH:15]=[CH:16][CH:17]=2)=[O:10])=[N:4][C:5]([C:29]2[CH:30]=[CH:31][C:26]([S:23]([N:18]3[CH2:19][CH2:20][CH2:21][CH2:22]3)(=[O:25])=[O:24])=[CH:27][CH:28]=2)=[CH:6][N:7]=1. The yield is 0.930. (2) The reactants are [CH3:1][C:2]1[CH:7]=[C:6]([C:8]2[S:12][CH:11]=[N:10][CH:9]=2)[N:5]=[C:4]([NH:13][C:14]2[CH:19]=[C:18]([C:20]([F:23])([F:22])[F:21])[CH:17]=[CH:16][N:15]=2)[CH:3]=1.[Li+].CC([N-]C(C)C)C.[Br:32][C:33]1[C:42]2[CH2:41][CH2:40][CH2:39][C:38](=[O:43])[C:37]=2[CH:36]=[CH:35][C:34]=1[C:44]([O:46][CH3:47])=[O:45]. The catalyst is C1COCC1. The product is [Br:32][C:33]1[C:42]2[CH2:41][CH2:40][CH2:39][C:38]([OH:43])([C:11]3[S:12][C:8]([C:6]4[CH:7]=[C:2]([CH3:1])[CH:3]=[C:4]([NH:13][C:14]5[CH:19]=[C:18]([C:20]([F:23])([F:21])[F:22])[CH:17]=[CH:16][N:15]=5)[N:5]=4)=[CH:9][N:10]=3)[C:37]=2[CH:36]=[CH:35][C:34]=1[C:44]([O:46][CH3:47])=[O:45]. The yield is 0.380. (3) The reactants are C(S[C:9]1[CH:10]=[N:11][C:12]2[C:17]([CH:18]=1)=[CH:16][CH:15]=[N:14][C:13]=2[C:19]1[CH:24]=[CH:23][C:22]([C:25]([F:28])([F:27])[F:26])=[CH:21][C:20]=1[O:29][CH3:30])C1C=CC=CC=1.ClN1C(C)(C)C(=O)N(Cl)C1=O.[S:42](Cl)(Cl)(=[O:44])=[O:43].[F:47][C:48]1[C:53]([F:54])=[C:52]([F:55])[C:51]([F:56])=[C:50]([F:57])[C:49]=1[OH:58].C(N(CC)CC)C. The catalyst is CCOC(C)=O.O.C(O)(=O)C.C(#N)C. The product is [CH3:30][O:29][C:20]1[CH:21]=[C:22]([C:25]([F:27])([F:28])[F:26])[CH:23]=[CH:24][C:19]=1[C:13]1[N:14]=[CH:15][CH:16]=[C:17]2[C:12]=1[N:11]=[CH:10][C:9]([S:42]([O:58][C:49]1[C:48]([F:47])=[C:53]([F:54])[C:52]([F:55])=[C:51]([F:56])[C:50]=1[F:57])(=[O:44])=[O:43])=[CH:18]2. The yield is 0.760. (4) The catalyst is CC(O)C.C(OCC)C. The product is [ClH:19].[F:18][C:12]1[C:13]([F:17])=[CH:14][CH:15]=[CH:16][C:11]=1[NH:10][C:8](=[O:9])[CH2:7][N:5]1[CH:6]=[C:2]([NH:1][C:20]2[C:29]3[C:24](=[CH:25][C:26]([O:45][CH2:46][CH3:47])=[CH:27][C:28]=3[O:30][CH2:31][C@H:32]3[CH2:37][CH2:36][CH2:35][CH2:34][N:33]3[C:38]([O:40][C:41]([CH3:42])([CH3:43])[CH3:44])=[O:39])[N:23]=[CH:22][N:21]=2)[CH:3]=[N:4]1. The yield is 0.710. The reactants are [NH2:1][C:2]1[CH:3]=[N:4][N:5]([CH2:7][C:8]([NH:10][C:11]2[CH:16]=[CH:15][CH:14]=[C:13]([F:17])[C:12]=2[F:18])=[O:9])[CH:6]=1.[Cl:19][C:20]1[C:29]2[C:24](=[CH:25][C:26]([O:45][CH2:46][CH3:47])=[CH:27][C:28]=2[O:30][CH2:31][C@H:32]2[CH2:37][CH2:36][CH2:35][CH2:34][N:33]2[C:38]([O:40][C:41]([CH3:44])([CH3:43])[CH3:42])=[O:39])[N:23]=[CH:22][N:21]=1. (5) The reactants are [F:1][C:2]1[C:7]([OH:8])=[C:6]([F:9])[C:5]([F:10])=[C:4]([F:11])[C:3]=1[F:12].[O:13]=[C:14]1[NH:18][CH2:17][CH:16]([C:19](O)=[O:20])[CH2:15]1. The catalyst is C(OCC)(=O)C. The product is [F:1][C:2]1[C:7]([O:8][C:19]([CH:16]2[CH2:15][C:14](=[O:13])[NH:18][CH2:17]2)=[O:20])=[C:6]([F:9])[C:5]([F:10])=[C:4]([F:11])[C:3]=1[F:12]. The yield is 0.898. (6) The reactants are C([O:8][C:9]1[C:13]([O:14]CC2C=CC=CC=2)=[C:12]([C:22](=[O:26])[N:23]([CH3:25])[CH3:24])[N:11]([C:27]2[CH:32]=[CH:31][C:30]([O:33][CH3:34])=[CH:29][CH:28]=2)[C:10]=1[C:35]([O:37][CH2:38][CH3:39])=[O:36])C1C=CC=CC=1. The catalyst is CCO.[Pd]. The product is [CH3:25][N:23]([CH3:24])[C:22]([C:12]1[N:11]([C:27]2[CH:28]=[CH:29][C:30]([O:33][CH3:34])=[CH:31][CH:32]=2)[C:10]([C:35]([O:37][CH2:38][CH3:39])=[O:36])=[C:9]([OH:8])[C:13]=1[OH:14])=[O:26]. The yield is 0.890.